The task is: Regression. Given a peptide amino acid sequence and an MHC pseudo amino acid sequence, predict their binding affinity value. This is MHC class II binding data.. This data is from Peptide-MHC class II binding affinity with 134,281 pairs from IEDB. (1) The peptide sequence is FVVTGRVYCDPCRAG. The MHC is DRB1_1302 with pseudo-sequence DRB1_1302. The binding affinity (normalized) is 0.0859. (2) The peptide sequence is HFSNVFRSVMAPFTM. The MHC is DRB1_0401 with pseudo-sequence DRB1_0401. The binding affinity (normalized) is 1.00. (3) The peptide sequence is ESLHNPYPDYHWLRT. The MHC is DRB3_0101 with pseudo-sequence DRB3_0101. The binding affinity (normalized) is 0.100. (4) The peptide sequence is GDSRLTYQWHKEGSS. The MHC is DRB1_1302 with pseudo-sequence DRB1_1302. The binding affinity (normalized) is 0. (5) The peptide sequence is EKIEENGSMRVFVDVI. The MHC is DRB1_0101 with pseudo-sequence DRB1_0101. The binding affinity (normalized) is 0.273.